The task is: Predict the reaction yield, written as a fraction of the theoretical maximum amount of product (1.0 means a 100% yield; for example, 0.34 means a 34% yield).. This data is from Reaction yield outcomes from USPTO patents with 853,638 reactions. (1) The reactants are C([N:3](CC)CC)C.[F:8][C:9]1[CH:10]=[C:11]([S:16][C:17]2C=[C:19]3[C:25]([NH:26][C:27](=[O:59])[C:28]4[CH:33]=[CH:32][C:31]([N:34]5[CH2:38][CH2:37][C@H:36]([NH:39]C(=O)C(F)(F)F)[CH2:35]5)=[CH:30][C:29]=4[N:46]([CH:53]4[CH2:58][CH2:57][O:56][CH2:55][CH2:54]4)C(=O)C(F)(F)F)=[N:24][NH:23][C:20]3=[N:21][CH:22]=2)[CH:12]=[C:13]([F:15])[CH:14]=1.C(O)CCC.C(=O)([O-])[O-].[K+].[K+]. The catalyst is CO. The product is [NH2:39][C@H:36]1[CH2:37][CH2:38][N:34]([C:31]2[CH:32]=[CH:33][C:28]([C:27]([NH:26][C:25]3[C:19]4[C:20](=[N:21][CH:22]=[C:17]([S:16][C:11]5[CH:10]=[C:9]([F:8])[CH:14]=[C:13]([F:15])[CH:12]=5)[N:3]=4)[NH:23][N:24]=3)=[O:59])=[C:29]([NH:46][CH:53]3[CH2:58][CH2:57][O:56][CH2:55][CH2:54]3)[CH:30]=2)[CH2:35]1. The yield is 0.490. (2) The reactants are [C:1]([N:9]1[CH2:14][CH2:13][C:12]([CH2:16][NH2:17])([F:15])[CH2:11][CH2:10]1)(=[O:8])[C:2]1[CH:7]=[CH:6][CH:5]=[CH:4][CH:3]=1.[C:18](O[C:18]([O:20][C:21]([CH3:24])([CH3:23])[CH3:22])=[O:19])([O:20][C:21]([CH3:24])([CH3:23])[CH3:22])=[O:19]. The catalyst is CO. The product is [C:1]([N:9]1[CH2:10][CH2:11][C:12]([CH2:16][NH:17][C:18]([O:20][C:21]([CH3:24])([CH3:23])[CH3:22])=[O:19])([F:15])[CH2:13][CH2:14]1)(=[O:8])[C:2]1[CH:7]=[CH:6][CH:5]=[CH:4][CH:3]=1. The yield is 0.890. (3) The catalyst is C(#N)C. The product is [Cl:1][C:2]1[C:3]2[N:4]([C:23]([CH2:24][C:25]([F:28])([F:27])[F:26])=[N:22][N:21]=2)[N:5]=[CH:6][C:7]=1[N:8]1[CH2:13][CH2:12][CH:11]([C:14]2[CH:19]=[CH:18][CH:17]=[CH:16][C:15]=2[F:20])[CH2:10][CH2:9]1. The reactants are [Cl:1][C:2]1[C:7]([N:8]2[CH2:13][CH2:12][CH:11]([C:14]3[CH:19]=[CH:18][CH:17]=[CH:16][C:15]=3[F:20])[CH2:10][CH2:9]2)=[CH:6][N:5]=[N:4][C:3]=1[NH:21][NH:22][C:23](=O)[CH2:24][C:25]([F:28])([F:27])[F:26].P(Cl)(Cl)(Cl)=O. The yield is 0.0550. (4) No catalyst specified. The product is [F:1][C:2]1[CH:3]=[C:4]2[C:9](=[CH:10][CH:11]=1)[N:8]=[C:7]([NH:12][C:13]([N:31]1[CH2:32][CH2:33][N:28]([C:23]3[CH:24]=[C:25]([CH3:27])[CH:26]=[C:21]([CH3:20])[CH:22]=3)[CH2:29][CH2:30]1)=[O:17])[C:6]([O:18][CH3:19])=[N:5]2. The reactants are [F:1][C:2]1[CH:3]=[C:4]2[C:9](=[CH:10][CH:11]=1)[N:8]=[C:7]([NH:12][C:13](=[O:17])OCC)[C:6]([O:18][CH3:19])=[N:5]2.[CH3:20][C:21]1[CH:22]=[C:23]([N:28]2[CH2:33][CH2:32][NH:31][CH2:30][CH2:29]2)[CH:24]=[C:25]([CH3:27])[CH:26]=1. The yield is 0.860.